Regression. Given a peptide amino acid sequence and an MHC pseudo amino acid sequence, predict their binding affinity value. This is MHC class II binding data. From a dataset of Peptide-MHC class II binding affinity with 134,281 pairs from IEDB. (1) The peptide sequence is SFGIVVAWQVKLLPV. The MHC is DRB1_0701 with pseudo-sequence DRB1_0701. The binding affinity (normalized) is 0.839. (2) The peptide sequence is YQVTYIVRGSGRVQV. The MHC is DRB5_0101 with pseudo-sequence DRB5_0101. The binding affinity (normalized) is 0.589. (3) The peptide sequence is KLVLDIKYTRPGDSL. The MHC is HLA-DQA10501-DQB10301 with pseudo-sequence HLA-DQA10501-DQB10301. The binding affinity (normalized) is 0.645. (4) The peptide sequence is MAISGDDCVVKPIDDRF. The MHC is DRB4_0101 with pseudo-sequence DRB4_0103. The binding affinity (normalized) is 0.0873. (5) The peptide sequence is NMLTHSINSLISDNL. The MHC is DRB1_0405 with pseudo-sequence DRB1_0405. The binding affinity (normalized) is 0.734. (6) The peptide sequence is SPVSILSTLSILNHG. The binding affinity (normalized) is 0. The MHC is H-2-IAb with pseudo-sequence H-2-IAb. (7) The peptide sequence is LRKVKRVVASLMRGL. The MHC is DRB1_0701 with pseudo-sequence DRB1_0701. The binding affinity (normalized) is 0.820. (8) The peptide sequence is DFNEFISFCNANPGL. The MHC is HLA-DPA10301-DPB10402 with pseudo-sequence HLA-DPA10301-DPB10402. The binding affinity (normalized) is 0.200. (9) The peptide sequence is RSRPRRTTRRMDRRT. The MHC is DRB4_0101 with pseudo-sequence DRB4_0103. The binding affinity (normalized) is 0.594.